Dataset: Forward reaction prediction with 1.9M reactions from USPTO patents (1976-2016). Task: Predict the product of the given reaction. (1) Given the reactants Br[C:2]1[NH:6][C:5]2[CH:7]=[C:8]([C:10]([O:12][CH3:13])=[O:11])[S:9][C:4]=2[C:3]=1[CH:14]1[CH2:19][CH2:18][CH2:17][CH2:16][CH2:15]1.CC1(C)C(C)(C)OB([C:28]2[CH:33]=[CH:32][CH:31]=[CH:30][C:29]=2[NH2:34])O1.C(=O)([O-])O.[Na+].C(OCC)(=O)C, predict the reaction product. The product is: [NH2:34][C:29]1[CH:30]=[CH:31][CH:32]=[CH:33][C:28]=1[C:2]1[NH:6][C:5]2[CH:7]=[C:8]([C:10]([O:12][CH3:13])=[O:11])[S:9][C:4]=2[C:3]=1[CH:14]1[CH2:19][CH2:18][CH2:17][CH2:16][CH2:15]1. (2) Given the reactants [N:1]1[CH:6]=[CH:5][CH:4]=[CH:3][C:2]=1[O:7][CH2:8][C:9]1[CH:27]=[CH:26][C:12]([CH2:13][C:14]2[CH:18]=[C:17]([C:19]3[C:20]([NH2:25])=[N:21][CH:22]=[CH:23][CH:24]=3)[O:16][N:15]=2)=[CH:11][CH:10]=1.[BrH:28], predict the reaction product. The product is: [BrH:28].[N:1]1[CH:6]=[CH:5][CH:4]=[CH:3][C:2]=1[O:7][CH2:8][C:9]1[CH:27]=[CH:26][C:12]([CH2:13][C:14]2[CH:18]=[C:17]([C:19]3[C:20]([NH2:25])=[N:21][CH:22]=[CH:23][CH:24]=3)[O:16][N:15]=2)=[CH:11][CH:10]=1. (3) Given the reactants [CH2:1]([O:8][C:9]1[C:18](=[O:19])[N:17]2[C:12]([C:13]([CH3:21])([CH3:20])[O:14][CH2:15][CH2:16]2)=[N:11][C:10]=1[C:22]([O:24]CC)=[O:23])[C:2]1[CH:7]=[CH:6][CH:5]=[CH:4][CH:3]=1.O[Li].O, predict the reaction product. The product is: [CH2:1]([O:8][C:9]1[C:18](=[O:19])[N:17]2[C:12]([C:13]([CH3:21])([CH3:20])[O:14][CH2:15][CH2:16]2)=[N:11][C:10]=1[C:22]([OH:24])=[O:23])[C:2]1[CH:3]=[CH:4][CH:5]=[CH:6][CH:7]=1. (4) Given the reactants [Al+3].[Cl-].[Cl-].[Cl-].[CH2:5]1[C:13]2[C:8](=[CH:9][CH:10]=[CH:11][CH:12]=2)[CH2:7][CH2:6]1.[C:14]1(=O)O[C:17](=[O:18])[CH2:16][CH2:15]1.Cl.S(=O)(=O)(O)O.[OH-].[Na+].P(Cl)(Cl)Cl.Cl[Sn](Cl)(Cl)Cl, predict the reaction product. The product is: [CH2:5]1[C:13]2=[CH:12][C:11]3[CH2:14][CH2:15][CH2:16][C:17](=[O:18])[C:10]=3[CH:9]=[C:8]2[CH2:7][CH2:6]1.